This data is from Reaction yield outcomes from USPTO patents with 853,638 reactions. The task is: Predict the reaction yield, written as a fraction of the theoretical maximum amount of product (1.0 means a 100% yield; for example, 0.34 means a 34% yield). (1) The catalyst is CN1C(=O)CCC1.O. The yield is 0.940. The product is [CH2:15]([N:22]1[C:30]2[C:29]([O:14][C:5]3[C:4]([CH3:3])=[CH:9][C:8]([N+:10]([O-:12])=[O:11])=[CH:7][C:6]=3[CH3:13])=[N:28][C:27]([Cl:32])=[N:26][C:25]=2[CH:24]=[CH:23]1)[C:16]1[CH:17]=[CH:18][CH:19]=[CH:20][CH:21]=1. The reactants are [H-].[Na+].[CH3:3][C:4]1[CH:9]=[C:8]([N+:10]([O-:12])=[O:11])[CH:7]=[C:6]([CH3:13])[C:5]=1[OH:14].[CH2:15]([N:22]1[C:30]2[C:29](Cl)=[N:28][C:27]([Cl:32])=[N:26][C:25]=2[CH:24]=[CH:23]1)[C:16]1[CH:21]=[CH:20][CH:19]=[CH:18][CH:17]=1. (2) The reactants are CCN(C(C)C)C(C)C.OC(C(F)(F)F)=O.[NH2:17][CH2:18][C:19]([N:21]1[CH2:26][CH2:25][N:24]([C:27](=[O:38])[C:28]2[CH:33]=[CH:32][CH:31]=[CH:30][C:29]=2[C:34]([F:37])([F:36])[F:35])[CH2:23][CH2:22]1)=[O:20].C1C=CC2N(O)N=NC=2C=1.CCN=C=NCCCN(C)C.Cl.[F:61][C:62]([F:73])([F:72])[C:63]1[CH:71]=[CH:70][C:66]([C:67](O)=[O:68])=[CH:65][CH:64]=1. The catalyst is CN(C=O)C.O. The product is [O:20]=[C:19]([N:21]1[CH2:22][CH2:23][N:24]([C:27](=[O:38])[C:28]2[CH:33]=[CH:32][CH:31]=[CH:30][C:29]=2[C:34]([F:37])([F:35])[F:36])[CH2:25][CH2:26]1)[CH2:18][NH:17][C:67](=[O:68])[C:66]1[CH:70]=[CH:71][C:63]([C:62]([F:61])([F:72])[F:73])=[CH:64][CH:65]=1. The yield is 0.500. (3) The reactants are [CH2:1]([O:3][C:4]([C@H:6]1[C@@H:11]([NH2:12])[C@H:10]2[CH2:13][C@@H:7]1[CH2:8][CH2:9]2)=[O:5])[CH3:2].[C:14]([O-:24])(=[O:23])[C@H:15]([C:17]1[CH:22]=[CH:21][CH:20]=[CH:19][CH:18]=1)[OH:16].O[C@@H](C1C=CC=CC=1)C(O)=O. The catalyst is C(OCC)(=O)C. The product is [OH:16][C@@H:15]([C:17]1[CH:22]=[CH:21][CH:20]=[CH:19][CH:18]=1)[C:14]([O-:24])=[O:23].[CH2:1]([O:3][C:4]([C@@H:6]1[C@@H:7]2[CH2:13][C@@H:10]([CH2:9][CH2:8]2)[C@@H:11]1[NH3+:12])=[O:5])[CH3:2]. The yield is 0.180. (4) The reactants are [Si]([O:8][CH2:9][CH:10]([C:33]1[CH:34]=[C:35]([CH:38]=[CH:39][CH:40]=1)[C:36]#[N:37])[O:11][N:12]=[C:13]1[CH2:18][CH2:17][N:16]([S:19]([C:22]2[CH:27]=[CH:26][C:25]([O:28][C:29]([F:32])([F:31])[F:30])=[CH:24][CH:23]=2)(=[O:21])=[O:20])[CH2:15][CH2:14]1)(C(C)(C)C)(C)C.O.[F-].C([N+](CCCC)(CCCC)CCCC)CCC. The catalyst is O1CCCC1. The product is [OH:8][CH2:9][CH:10]([C:33]1[CH:34]=[C:35]([CH:38]=[CH:39][CH:40]=1)[C:36]#[N:37])[O:11][N:12]=[C:13]1[CH2:18][CH2:17][N:16]([S:19]([C:22]2[CH:23]=[CH:24][C:25]([O:28][C:29]([F:31])([F:30])[F:32])=[CH:26][CH:27]=2)(=[O:21])=[O:20])[CH2:15][CH2:14]1. The yield is 0.860.